From a dataset of Buchwald-Hartwig C-N cross coupling reaction yields with 55,370 reactions. Predict the reaction yield, written as a fraction of the theoretical maximum amount of product (1.0 means a 100% yield; for example, 0.34 means a 34% yield). The reactants are Clc1ccccn1.Cc1ccc(N)cc1.O=S(=O)(O[Pd]1c2ccccc2-c2ccccc2N~1)C(F)(F)F.COc1ccc(OC)c(P([C@]23C[C@H]4C[C@H](C[C@H](C4)C2)C3)[C@]23C[C@H]4C[C@H](C[C@H](C4)C2)C3)c1-c1c(C(C)C)cc(C(C)C)cc1C(C)C.CN(C)C(=NC(C)(C)C)N(C)C.CCOC(=O)c1cnoc1C. No catalyst specified. The product is Cc1ccc(Nc2ccccn2)cc1. The yield is 0.0396.